This data is from Reaction yield outcomes from USPTO patents with 853,638 reactions. The task is: Predict the reaction yield, written as a fraction of the theoretical maximum amount of product (1.0 means a 100% yield; for example, 0.34 means a 34% yield). (1) The reactants are [H-].[Na+].[OH:3][C:4]1[CH:5]=[C:6]2[C:10](=[CH:11][CH:12]=1)[C:9](=[O:13])[NH:8][C:7]2=[O:14].F[C:16]1[CH:21]=[CH:20][C:19]([N+:22]([O-:24])=[O:23])=[CH:18][CH:17]=1. The catalyst is CN(C=O)C.O. The product is [N+:22]([C:19]1[CH:20]=[CH:21][C:16]([O:3][C:4]2[CH:5]=[C:6]3[C:10](=[CH:11][CH:12]=2)[C:9](=[O:13])[NH:8][C:7]3=[O:14])=[CH:17][CH:18]=1)([O-:24])=[O:23]. The yield is 0.620. (2) The reactants are [F:1][C:2]([F:22])([CH2:14][O:15][C:16]1[CH:21]=[CH:20][CH:19]=[CH:18][CH:17]=1)[CH2:3][O:4][C:5]1[CH:10]=[CH:9][C:8]([CH2:11][C:12]#[N:13])=[CH:7][CH:6]=1.Cl. The catalyst is CO.[Pt](=O)=O. The product is [F:1][C:2]([F:22])([CH2:14][O:15][C:16]1[CH:21]=[CH:20][CH:19]=[CH:18][CH:17]=1)[CH2:3][O:4][C:5]1[CH:6]=[CH:7][C:8]([CH2:11][CH2:12][NH2:13])=[CH:9][CH:10]=1. The yield is 0.270. (3) The reactants are [NH2:1][CH2:2][CH2:3][CH2:4][N:5]([CH2:13][CH2:14][CH2:15][NH:16][C:17]1[N:18]=[N+:19]([O-:28])[C:20]2[CH:27]=[CH:26][CH:25]=[CH:24][C:21]=2[N+:22]=1[O-:23])[C:6](=[O:12])[O:7][C:8]([CH3:11])([CH3:10])[CH3:9].[N-]1[CH:33]=[CH:32][N:31]=[CH:30]1.[CH2:34]1[CH2:38][O:37][CH2:36][CH2:35]1. The catalyst is C(Cl)Cl. The product is [CH:2]1[C:3]2[C:30](=[N:31][C:32]3[C:33]([CH:4]=2)=[CH:24][CH:21]=[CH:20][CH:27]=3)[C:34]([C:38]([NH:1][CH2:2][CH2:3][CH2:4][N:5]([CH2:13][CH2:14][CH2:15][NH:16][C:17]2[N:18]=[N+:19]([O-:28])[C:20]3[CH:27]=[CH:26][CH:25]=[CH:24][C:21]=3[N+:22]=2[O-:23])[C:6](=[O:12])[O:7][C:8]([CH3:10])([CH3:11])[CH3:9])=[O:37])=[CH:35][CH:36]=1. The yield is 0.670.